From a dataset of Reaction yield outcomes from USPTO patents with 853,638 reactions. Predict the reaction yield, written as a fraction of the theoretical maximum amount of product (1.0 means a 100% yield; for example, 0.34 means a 34% yield). (1) The reactants are [CH:1]1([CH2:6][N:7]2[C:12](=[O:13])[C:11]([CH2:14]OS(C)(=O)=O)=[CH:10][C:9]([C:20]3[CH:25]=[CH:24][C:23]([O:26][CH3:27])=[C:22]([F:28])[CH:21]=3)=[N:8]2)[CH2:5][CH2:4][CH2:3][CH2:2]1.[CH3:29][N:30]1[CH2:35][CH2:34][NH:33][CH2:32][CH2:31]1. No catalyst specified. The product is [CH:1]1([CH2:6][N:7]2[C:12](=[O:13])[C:11]([CH2:14][N:33]3[CH2:34][CH2:35][N:30]([CH3:29])[CH2:31][CH2:32]3)=[CH:10][C:9]([C:20]3[CH:25]=[CH:24][C:23]([O:26][CH3:27])=[C:22]([F:28])[CH:21]=3)=[N:8]2)[CH2:5][CH2:4][CH2:3][CH2:2]1. The yield is 0.614. (2) The reactants are Br[C:2]1[C:3]2[CH:4]3[CH2:22][CH2:21][N:20](C(OC(C)(C)C)=O)[CH2:19][CH2:18][CH:5]3[N:6](C(OC(C)(C)C)=O)[C:7]=2[CH:8]=[CH:9][CH:10]=1.P([O-])([O-])([O-])=O.[K+].[K+].[K+].[S:38]1[C:42]2[CH:43]=[CH:44][CH:45]=[CH:46][C:41]=2[CH:40]=[C:39]1B(O)O.N#N. The catalyst is C1C=CC([P]([Pd]([P](C2C=CC=CC=2)(C2C=CC=CC=2)C2C=CC=CC=2)([P](C2C=CC=CC=2)(C2C=CC=CC=2)C2C=CC=CC=2)[P](C2C=CC=CC=2)(C2C=CC=CC=2)C2C=CC=CC=2)(C2C=CC=CC=2)C2C=CC=CC=2)=CC=1.CN(C=O)C. The product is [S:38]1[C:42]2[CH:43]=[CH:44][CH:45]=[CH:46][C:41]=2[CH:40]=[C:39]1[C:2]1[C:3]2[C@@H:4]3[CH2:22][CH2:21][NH:20][CH2:19][CH2:18][C@@H:5]3[NH:6][C:7]=2[CH:8]=[CH:9][CH:10]=1. The yield is 0.680. (3) The reactants are [CH3:1][O-:2].[Na+].Cl[C:5]1[CH:12]=[CH:11][C:8]([C:9]#[N:10])=[C:7]([CH3:13])[N:6]=1. The catalyst is CO. The product is [CH3:1][O:2][C:5]1[CH:12]=[CH:11][C:8]([C:9]#[N:10])=[C:7]([CH3:13])[N:6]=1. The yield is 0.870. (4) The reactants are [NH2:1][C:2]1[CH:3]=[N:4][CH:5]=[CH:6][C:7]=1[N:8]1[CH2:13][C@H:12]([CH3:14])[C@H:11]([N:15]2[CH:19]=[C:18]([CH2:20][OH:21])[N:17]=[N:16]2)[C@H:10]([NH:22]C(=O)OC(C)(C)C)[CH2:9]1.CCN=C=NCCCN(C)C.C1C=NC2N(O)N=NC=2C=1.[F:51][C:52]1[CH:57]=[CH:56][CH:55]=[C:54]([F:58])[C:53]=1[C:59]1[N:64]=[C:63]([C:65](O)=[O:66])[CH:62]=[CH:61][C:60]=1[F:68].C(=O)([O-])[O-].[K+].[K+]. The catalyst is C(#N)C.CN(C=O)C.CN(C=O)C.CCOC(C)=O.CCO.C(Cl)Cl. The product is [NH2:22][C@H:10]1[C@@H:11]([N:15]2[CH:19]=[C:18]([CH2:20][OH:21])[N:17]=[N:16]2)[C@@H:12]([CH3:14])[CH2:13][N:8]([C:7]2[CH:6]=[CH:5][N:4]=[CH:3][C:2]=2[NH:1][C:65](=[O:66])[C:63]2[CH:62]=[CH:61][C:60]([F:68])=[C:59]([C:53]3[C:52]([F:51])=[CH:57][CH:56]=[CH:55][C:54]=3[F:58])[N:64]=2)[CH2:9]1. The yield is 0.690. (5) The reactants are [CH3:1][Mg]Br.[Br:4][C:5]1[CH:6]=[CH:7][C:8]2[N:9]([CH2:19][C:20](=[O:29])[CH2:21][O:22][C:23]3[CH:28]=[CH:27][CH:26]=[CH:25][CH:24]=3)[C:10]3[C:15]([C:16]=2[CH:17]=1)=[CH:14][C:13]([Br:18])=[CH:12][CH:11]=3. The catalyst is C1COCC1. The product is [Br:4][C:5]1[CH:6]=[CH:7][C:8]2[N:9]([CH2:19][C:20]([CH3:1])([OH:29])[CH2:21][O:22][C:23]3[CH:24]=[CH:25][CH:26]=[CH:27][CH:28]=3)[C:10]3[C:15]([C:16]=2[CH:17]=1)=[CH:14][C:13]([Br:18])=[CH:12][CH:11]=3. The yield is 0.890.